From a dataset of Peptide-MHC class I binding affinity with 185,985 pairs from IEDB/IMGT. Regression. Given a peptide amino acid sequence and an MHC pseudo amino acid sequence, predict their binding affinity value. This is MHC class I binding data. (1) The peptide sequence is ETINEEAADW. The MHC is HLA-B40:02 with pseudo-sequence HLA-B40:02. The binding affinity (normalized) is 0. (2) The peptide sequence is GGFTFKRTK. The MHC is HLA-A03:01 with pseudo-sequence HLA-A03:01. The binding affinity (normalized) is 0.307. (3) The peptide sequence is HIGPGRAFY. The MHC is HLA-B18:01 with pseudo-sequence HLA-B18:01. The binding affinity (normalized) is 0. (4) The peptide sequence is YQGMLPVCPL. The MHC is HLA-A02:01 with pseudo-sequence HLA-A02:01. The binding affinity (normalized) is 0.418. (5) The peptide sequence is FLADYGWRL. The MHC is HLA-A02:19 with pseudo-sequence HLA-A02:19. The binding affinity (normalized) is 1.00. (6) The peptide sequence is TSNPKTPKY. The MHC is HLA-A01:01 with pseudo-sequence HLA-A01:01. The binding affinity (normalized) is 0.281. (7) The peptide sequence is LPPNLAAST. The MHC is HLA-A02:01 with pseudo-sequence HLA-A02:01. The binding affinity (normalized) is 0.0998. (8) The peptide sequence is KLTPLCVTL. The MHC is HLA-A69:01 with pseudo-sequence HLA-A69:01. The binding affinity (normalized) is 0.169. (9) The peptide sequence is DDVSREKSM. The MHC is HLA-B40:02 with pseudo-sequence HLA-B40:02. The binding affinity (normalized) is 0.